Dataset: Experimentally validated miRNA-target interactions with 360,000+ pairs, plus equal number of negative samples. Task: Binary Classification. Given a miRNA mature sequence and a target amino acid sequence, predict their likelihood of interaction. (1) The miRNA is hsa-miR-502-3p with sequence AAUGCACCUGGGCAAGGAUUCA. The protein sequence of the target gene is MDPVPGTDSAPLAGLAWSSASAPPPRGFSAISCTVEGAPASFGKSFAQKSGYFLCLSSLGSLENPQENVVADIQIVVDKSPLPLGFSPVCDPMDSKASVSKKKRMCVKLLPLGATDTAVFDVRLSGKTKTVPGYLRIGDMGGFAIWCKKAKAPRPVPKPRGLSRDMQGLSLDAASQPSKGGLLERTASRLGSRASTLRRNDSIYEASSLYGISAMDGVPFTLHPRFEGKSCSPLAFSAFGDLTIKSLADIEEEYNYGFVVEKTAAARLPPSVS. Result: 0 (no interaction). (2) The miRNA is hsa-miR-6811-5p with sequence AUGCAGGCCUGUGUACAGCACU. The protein sequence of the target gene is MPERDSEPFSNPLAPDGHDVDDPHSFHQSKLTNEDFRKLLMTPRAAPTSAPPSKSRHHEMPREYNEDEDPAARRRKKKSYYAKLRQQEIERERELAEKYRDRAKERRDGVNKDYEETELISTTANYRAVGPTAEADKSAAEKRRQLIQESKFLGGDMEHTHLVKGLDFALLQKVRAEIASKEKEEEELMEKPQKETKKDEDPENKIEFKTRLGRNVYRMLFKSKSYERNELFLPGRMAYVVDLDDEYADTDIPTTLIRSKADCPTMEAQTTLTTNDIVISKLTQILSYLRQGTRNKKLKK.... Result: 0 (no interaction). (3) The miRNA is hsa-miR-3936 with sequence UAAGGGGUGUAUGGCAGAUGCA. The protein sequence of the target gene is MPHCGTTNSEINLNSNELISYQKKKSNEDLQKKHDKKCSINLKTSQVPDGGFNNQYTQLTANKIEQYNCNDLDKVCIVPSSRSDGMEASFSELLLSPNKLISQPWQTAEEIENWQNDSFRQRNEMFSCIYTNSMLNQQPCSQQQLLATQLLYARLLRSQLAEREFHSNKFNMVHYSGSKKTMLREDELLSTPSSQDNNNNIKLIKDIENSISCVDPPLFEFSNVHQRAEQKNKQDDKNCYSPKLKSNKEALDGYDLQHTCDFIREQKNILIDIKKKLDNLSDSSGKFRKRLSVRQSHIEV.... Result: 0 (no interaction). (4) The miRNA is hsa-miR-4800-3p with sequence CAUCCGUCCGUCUGUCCAC. The protein sequence of the target gene is MAAALLLALAFTLLSGQGACAAAGFLKAPLSQERWAGGSVVLHCEAVGSPIPEIQWWFEGNAPNDSCSQLWDGARLDRVHIHAAYRQHAASSLSVDGLTAEDTGTYECRASSDPDRNHLTRPPRVKWVRAQASVVVLEPGTIQTSVQEVNSKTQLTCSLNSSGVDIVGHRWMRGGKVLQEDTLPDLHTKYIVDADDRSGEYSCIFLPEPVGRSEINVEGPPRIKVGKKSEHSSEGELAKLVCKSDASYPPITDWFWFKTSDTGEEEAITNSTEANGKYVVVSTPEKSQLTISNLDVNVDP.... Result: 0 (no interaction). (5) The miRNA is hsa-miR-3202 with sequence UGGAAGGGAGAAGAGCUUUAAU. The protein sequence of the target gene is MPAFLGLKCLGKLCSSEKSKVTSSERTSARGSNRKRLIVEDRRVSGTSFTAHRRATITHLLYLCPKDYCPRGRVCNSVDPFVAHPQDPHHPSEKPVIHCHKCGEPCKGEVLRVQTKHFHIKCFTCKVCGCDLAQGGFFIKNGEYLCTLDYQRMYGTRCHGCGEFVEGEVVTALGKTYHPNCFACTICKRPFPPGDRVTFNGRDCLCQLCAQPMSSSPKETTFSSNCAGCGRDIKNGQALLALDKQWHLGCFKCKSCGKVLTGEYISKDGAPYCEKDYQGLFGVKCEACHQFITGKVLEAG.... Result: 1 (interaction).